Dataset: Forward reaction prediction with 1.9M reactions from USPTO patents (1976-2016). Task: Predict the product of the given reaction. (1) Given the reactants [Cl:1][C:2]1[CH:3]=[N:4][CH:5]=[C:6]([Cl:8])[CH:7]=1.[Li+].CC([N-]C(C)C)C.[CH3:17][O:18]C=O.C([O-])(O)=O.[Na+], predict the reaction product. The product is: [Cl:1][C:2]1[CH:3]=[N:4][CH:5]=[C:6]([Cl:8])[C:7]=1[CH:17]=[O:18]. (2) Given the reactants Cl.BrCCBr.C[Si](Cl)(C)C.I[CH:12]1[CH2:17][CH2:16][N:15]([C:18]([O:20][C:21]([CH3:24])([CH3:23])[CH3:22])=[O:19])[CH2:14][CH2:13]1.C1(C=CC(O)=CC=1)O.Br[C:34]1[CH:39]=[CH:38][CH:37]=[CH:36][N:35]=1.O1C=CC=C1P(C1OC=CC=1)C1OC=CC=1, predict the reaction product. The product is: [N:35]1[CH:36]=[CH:37][CH:38]=[CH:39][C:34]=1[CH:12]1[CH2:17][CH2:16][N:15]([C:18]([O:20][C:21]([CH3:24])([CH3:23])[CH3:22])=[O:19])[CH2:14][CH2:13]1. (3) The product is: [CH3:10][O:9][C:7](=[O:8])[C:6]1[CH:13]=[C:2]([Cl:1])[CH:3]=[CH:4][C:5]=1[NH2:11]. Given the reactants [Cl:1][C:2]1[CH:13]=[C:6]2[C:7]([O:9][C:10](=O)[NH:11][C:5]2=[CH:4][CH:3]=1)=[O:8], predict the reaction product. (4) Given the reactants [CH3:1][O:2][C:3](=[O:21])[C@H:4]([CH2:13][C:14]1[CH:19]=[CH:18][C:17]([NH2:20])=[CH:16][CH:15]=1)[NH:5][C:6]([O:8][C:9]([CH3:12])([CH3:11])[CH3:10])=[O:7].[Br:22][C:23]1[CH:24]=[C:25]2[C:30](=O)[O:29][C:27](=[O:28])[C:26]2=[CH:32][CH:33]=1.C(N1C=CN=C1)(N1C=CN=C1)=O, predict the reaction product. The product is: [CH3:1][O:2][C:3](=[O:21])[C@H:4]([CH2:13][C:14]1[CH:19]=[CH:18][C:17]([N:20]2[C:30](=[O:29])[C:25]3[C:26](=[CH:32][CH:33]=[C:23]([Br:22])[CH:24]=3)[C:27]2=[O:28])=[CH:16][CH:15]=1)[NH:5][C:6]([O:8][C:9]([CH3:12])([CH3:10])[CH3:11])=[O:7]. (5) Given the reactants [Cl:1][C:2]1[CH:7]=[CH:6][C:5]([NH:8][C:9]([CH:11]2[CH2:16][N:15]([C:17](=[O:29])[C:18]3[CH:23]=[CH:22][CH:21]=[C:20]([C:24]4[O:25][CH:26]=[CH:27][CH:28]=4)[CH:19]=3)[CH2:14][CH2:13][NH:12]2)=[O:10])=[CH:4][CH:3]=1.[C:30](OC(=O)C)(=[O:32])[CH3:31], predict the reaction product. The product is: [C:30]([N:12]1[CH2:13][CH2:14][N:15]([C:17](=[O:29])[C:18]2[CH:23]=[CH:22][CH:21]=[C:20]([C:24]3[O:25][CH:26]=[CH:27][CH:28]=3)[CH:19]=2)[CH2:16][CH:11]1[C:9]([NH:8][C:5]1[CH:6]=[CH:7][C:2]([Cl:1])=[CH:3][CH:4]=1)=[O:10])(=[O:32])[CH3:31]. (6) Given the reactants [F-].C([N+](CCCC)(CCCC)CCCC)CCC.O1CCCC1.[CH2:24]([C:26]([C:48]1[CH:53]=[CH:52][C:51]([B:54]2[O:58][C:57]([CH3:60])([CH3:59])[C:56]([CH3:62])([CH3:61])[O:55]2)=[C:50]([CH3:63])[CH:49]=1)([C:29]1[CH:34]=[CH:33][C:32]([CH2:35][CH2:36][C:37]2([O:42][Si](C)(C)C)[CH2:41][CH2:40][CH2:39][CH2:38]2)=[C:31]([CH3:47])[CH:30]=1)[CH2:27][CH3:28])[CH3:25], predict the reaction product. The product is: [CH2:24]([C:26]([C:29]1[CH:34]=[CH:33][C:32]([CH2:35][CH2:36][C:37]2([OH:42])[CH2:38][CH2:39][CH2:40][CH2:41]2)=[C:31]([CH3:47])[CH:30]=1)([C:48]1[CH:53]=[CH:52][C:51]([B:54]2[O:58][C:57]([CH3:59])([CH3:60])[C:56]([CH3:61])([CH3:62])[O:55]2)=[C:50]([CH3:63])[CH:49]=1)[CH2:27][CH3:28])[CH3:25]. (7) Given the reactants C(O)(=O)C.[CH2:5]([C:7]1[CH:13]=[CH:12][C:11]([N+:14]([O-:16])=[O:15])=[CH:10][C:8]=1[NH2:9])[CH3:6].[N:17](OC(C)(C)C)=O, predict the reaction product. The product is: [N+:14]([C:11]1[CH:10]=[C:8]2[C:7]([C:5]([CH3:6])=[N:17][NH:9]2)=[CH:13][CH:12]=1)([O-:16])=[O:15]. (8) Given the reactants [ClH:1].C(OC(=O)[NH:8][CH2:9][CH2:10][CH2:11][N:12]1[CH2:16][CH2:15][C:14]([CH3:18])([CH3:17])[C:13]1=[O:19])(C)(C)C, predict the reaction product. The product is: [ClH:1].[NH2:8][CH2:9][CH2:10][CH2:11][N:12]1[CH2:16][CH2:15][C:14]([CH3:17])([CH3:18])[C:13]1=[O:19].